Dataset: Peptide-MHC class I binding affinity with 185,985 pairs from IEDB/IMGT. Task: Regression. Given a peptide amino acid sequence and an MHC pseudo amino acid sequence, predict their binding affinity value. This is MHC class I binding data. (1) The peptide sequence is GMQFDKVYL. The MHC is HLA-A30:01 with pseudo-sequence HLA-A30:01. The binding affinity (normalized) is 0.157. (2) The peptide sequence is DTVLEEMNL. The MHC is HLA-A02:06 with pseudo-sequence HLA-A02:06. The binding affinity (normalized) is 0. (3) The peptide sequence is PWLTEKEAM. The MHC is HLA-A24:02 with pseudo-sequence HLA-A24:02. The binding affinity (normalized) is 0.438. (4) The MHC is BoLA-HD6 with pseudo-sequence BoLA-HD6. The binding affinity (normalized) is 0.564. The peptide sequence is RLARAIIEL. (5) The peptide sequence is LSDHQDLKW. The MHC is HLA-B08:01 with pseudo-sequence HLA-B08:01. The binding affinity (normalized) is 0.0847.